Dataset: Forward reaction prediction with 1.9M reactions from USPTO patents (1976-2016). Task: Predict the product of the given reaction. (1) Given the reactants [CH3:1][S:2](Cl)(=[O:4])=[O:3].[Cl:6][C:7]1[CH:8]=[C:9]([S:13]([NH:16][C:17]2[CH:22]=[C:21]([CH3:23])[N:20]=[C:19]3[S:24][C:25]([C:35]#[C:36][CH2:37][OH:38])=[C:26]([C:27]4[CH:32]=[CH:31][CH:30]=[C:29]([O:33][CH3:34])[CH:28]=4)[C:18]=23)(=[O:15])=[O:14])[CH:10]=[CH:11][CH:12]=1.CCN(C(C)C)C(C)C, predict the reaction product. The product is: [CH3:1][S:2]([O:38][CH2:37][C:36]#[C:35][C:25]1[S:24][C:19]2=[N:20][C:21]([CH3:23])=[CH:22][C:17]([NH:16][S:13]([C:9]3[CH:10]=[CH:11][CH:12]=[C:7]([Cl:6])[CH:8]=3)(=[O:15])=[O:14])=[C:18]2[C:26]=1[C:27]1[CH:32]=[CH:31][CH:30]=[C:29]([O:33][CH3:34])[CH:28]=1)(=[O:4])=[O:3]. (2) Given the reactants [CH3:1][O:2][C:3](=[O:24])[CH2:4][C:5]1[C:6](=[O:23])[N:7]([CH2:16][C:17]2[CH:22]=[CH:21][CH:20]=[CH:19][CH:18]=2)[C:8]2[C:13]([CH:14]=1)=[CH:12][CH:11]=[C:10]([OH:15])[CH:9]=2.COC(=O)C.[C:30]([O:34][C:35](=[O:42])[NH:36][CH2:37][CH2:38][CH2:39][CH2:40]Br)([CH3:33])([CH3:32])[CH3:31], predict the reaction product. The product is: [CH3:1][O:2][C:3](=[O:24])[CH2:4][C:5]1[C:6](=[O:23])[N:7]([CH2:16][C:17]2[CH:22]=[CH:21][CH:20]=[CH:19][CH:18]=2)[C:8]2[C:13]([CH:14]=1)=[CH:12][CH:11]=[C:10]([O:15][CH2:40][CH2:39][CH2:38][CH2:37][NH:36][C:35]([O:34][C:30]([CH3:31])([CH3:33])[CH3:32])=[O:42])[CH:9]=2. (3) Given the reactants [F:1][C:2]([F:7])([F:6])[C:3]([OH:5])=[O:4].[F:8][C:9]([F:14])([F:13])[C:10]([OH:12])=[O:11].[NH2:15][C:16]1[N:17]=[CH:18][C:19]([C:35]2[CH:36]=[N:37][N:38]([CH:40]3[CH2:45][CH2:44][NH:43][CH2:42][CH2:41]3)[CH:39]=2)=[C:20]2[CH:24]=[C:23]([C:25]3[C:33]4[C:28](=[CH:29][N:30]=[C:31]([OH:34])[CH:32]=4)[S:27][CH:26]=3)[O:22][C:21]=12.C1C[O:49][CH2:48][CH2:47]1.C(N(CC)CC)C.C(OC(=O)C)(=O)C, predict the reaction product. The product is: [F:1][C:2]([F:7])([F:6])[C:3]([OH:5])=[O:4].[F:8][C:9]([F:14])([F:13])[C:10]([OH:12])=[O:11].[NH2:15][C:16]1[N:17]=[CH:18][C:19]([C:35]2[CH:36]=[N:37][N:38]([CH:40]3[CH2:45][CH2:44][N:43]([C:48](=[O:49])[CH3:47])[CH2:42][CH2:41]3)[CH:39]=2)=[C:20]2[CH:24]=[C:23]([C:25]3[C:33]4[C:28](=[CH:29][N:30]=[C:31]([OH:34])[CH:32]=4)[S:27][CH:26]=3)[O:22][C:21]=12. (4) Given the reactants Cl[C:2]1[CH:11]=[C:10]2[C:5]([CH:6]=[N:7][C:8]([C:12]3[CH:17]=[CH:16][CH:15]=[CH:14][CH:13]=3)=[N:9]2)=[CH:4][CH:3]=1.CC([O-])=O.[K+].[B:23]1([B:23]2[O:27][C:26]([CH3:29])([CH3:28])[C:25]([CH3:31])([CH3:30])[O:24]2)[O:27][C:26]([CH3:29])([CH3:28])[C:25]([CH3:31])([CH3:30])[O:24]1, predict the reaction product. The product is: [C:12]1([C:8]2[N:7]=[CH:6][C:5]3[C:10](=[CH:11][C:2]([B:23]4[O:27][C:26]([CH3:29])([CH3:28])[C:25]([CH3:31])([CH3:30])[O:24]4)=[CH:3][CH:4]=3)[N:9]=2)[CH:17]=[CH:16][CH:15]=[CH:14][CH:13]=1. (5) The product is: [CH2:1]([O:8][C:9](=[O:32])[CH2:10][C@@H:11]([N:24]1[CH:25]=[CH:40][C:39]([C:36]2[CH:37]=[CH:38][C:33]([C:48]3[CH:53]=[CH:52][CH:51]=[CH:50][CH:49]=3)=[CH:34][CH:35]=2)=[CH:43]1)[C:12]([NH:14][C@@H:15]([CH2:18][C:19]1[N:20]=[CH:21][NH:22][CH:23]=1)[CH2:16][OH:17])=[O:13])[C:2]1[CH:3]=[CH:4][CH:5]=[CH:6][CH:7]=1. Given the reactants [CH2:1]([O:8][C:9](=[O:32])[CH2:10][C@@H:11]([NH:24][C:25](OC(C)(C)C)=O)[C:12]([NH:14][C@@H:15]([CH2:18][C:19]1[N:20]=[CH:21][NH:22][CH:23]=1)[CH2:16][OH:17])=[O:13])[C:2]1[CH:7]=[CH:6][CH:5]=[CH:4][CH:3]=1.[C:33]1([C:48]2[CH:53]=[CH:52][CH:51]=[CH:50][CH:49]=2)[CH:38]=[CH:37][C:36]([CH:39]2[CH2:43]C(OC)O[CH:40]2OC)=[CH:35][CH:34]=1.FC(F)(F)C(O)=O, predict the reaction product.